Dataset: Forward reaction prediction with 1.9M reactions from USPTO patents (1976-2016). Task: Predict the product of the given reaction. (1) Given the reactants Cl[C:2]1[C:11]2=[N:12][N:13](CC3C=CC(OC)=CC=3)[CH:14]=[C:10]2[C:9]2[C:8]([O:24][CH3:25])=[CH:7][CH:6]=[CH:5][C:4]=2[N:3]=1.[CH3:26][S:27]([C:30]1[CH:31]=[C:32]([CH:34]=[CH:35][CH:36]=1)[NH2:33])(=[O:29])=[O:28].Cl, predict the reaction product. The product is: [CH3:25][O:24][C:8]1[C:9]2[C:10]3[CH:14]=[N:13][NH:12][C:11]=3[C:2]([NH:33][C:32]3[CH:34]=[CH:35][CH:36]=[C:30]([S:27]([CH3:26])(=[O:29])=[O:28])[CH:31]=3)=[N:3][C:4]=2[CH:5]=[CH:6][CH:7]=1. (2) Given the reactants [C:1]([O:5][C:6]([N:8]1[CH2:13][CH2:12][C:11]([C:14]2[CH:19]=[CH:18][C:17]([B:20]3[O:24][C:23]([CH3:26])([CH3:25])[C:22]([CH3:28])([CH3:27])[O:21]3)=[CH:16][C:15]=2[NH2:29])=[CH:10][CH2:9]1)=[O:7])([CH3:4])([CH3:3])[CH3:2], predict the reaction product. The product is: [C:1]([O:5][C:6]([N:8]1[CH2:9][CH2:10][CH:11]([C:14]2[CH:19]=[CH:18][C:17]([B:20]3[O:21][C:22]([CH3:28])([CH3:27])[C:23]([CH3:26])([CH3:25])[O:24]3)=[CH:16][C:15]=2[NH2:29])[CH2:12][CH2:13]1)=[O:7])([CH3:4])([CH3:2])[CH3:3]. (3) The product is: [S:11]1[CH:12]=[CH:13][CH:14]=[C:10]1[S:9][CH2:8][CH2:7][NH:32][CH:29]1[CH2:28][CH2:27][N:26]([C:24](=[O:25])[C:23]([F:22])([F:33])[F:34])[CH2:31][CH2:30]1. Given the reactants CN(C)C=O.Br[CH2:7][CH2:8][S:9][C:10]1[S:11][CH:12]=[CH:13][CH:14]=1.C(=O)([O-])[O-].[K+].[K+].Cl.[F:22][C:23]([F:34])([F:33])[C:24]([N:26]1[CH2:31][CH2:30][CH:29]([NH2:32])[CH2:28][CH2:27]1)=[O:25], predict the reaction product.